Dataset: Peptide-MHC class II binding affinity with 134,281 pairs from IEDB. Task: Regression. Given a peptide amino acid sequence and an MHC pseudo amino acid sequence, predict their binding affinity value. This is MHC class II binding data. (1) The peptide sequence is NKIKQKTKQIGNRPG. The MHC is HLA-DQA10201-DQB10402 with pseudo-sequence HLA-DQA10201-DQB10402. The binding affinity (normalized) is 0. (2) The peptide sequence is EGHLRFLKNIILPVY. The MHC is HLA-DQA10501-DQB10201 with pseudo-sequence HLA-DQA10501-DQB10201. The binding affinity (normalized) is 0.541.